Dataset: Reaction yield outcomes from USPTO patents with 853,638 reactions. Task: Predict the reaction yield, written as a fraction of the theoretical maximum amount of product (1.0 means a 100% yield; for example, 0.34 means a 34% yield). (1) The reactants are [NH2:1][C:2](=O)[C:3]([NH:6][C:7](=[O:13])[O:8][C:9]([CH3:12])([CH3:11])[CH3:10])([CH3:5])[CH3:4].C(N(CC)CC)C.FC(F)(F)C(OC(=O)C(F)(F)F)=O. The catalyst is C(Cl)Cl. The product is [C:2]([C:3]([NH:6][C:7](=[O:13])[O:8][C:9]([CH3:12])([CH3:11])[CH3:10])([CH3:5])[CH3:4])#[N:1]. The yield is 0.970. (2) The reactants are C([O:5][C:6](=[O:28])[CH2:7][N:8]([C:11]([O:13][CH2:14][CH:15]1[C:27]2[C:22](=[CH:23][CH:24]=[CH:25][CH:26]=2)[C:21]2[C:16]1=[CH:17][CH:18]=[CH:19][CH:20]=2)=[O:12])[NH:9][CH3:10])(C)(C)C. The catalyst is Cl. The product is [C:11]([N:8]([CH2:7][C:6]([OH:28])=[O:5])[NH:9][CH3:10])([O:13][CH2:14][CH:15]1[C:27]2[C:22](=[CH:23][CH:24]=[CH:25][CH:26]=2)[C:21]2[C:16]1=[CH:17][CH:18]=[CH:19][CH:20]=2)=[O:12]. The yield is 0.720. (3) The reactants are [CH2:1]([N:3]([CH2:24][CH3:25])[C:4](=[O:23])[C:5]1[CH:10]=[CH:9][C:8]([CH:11]([OH:22])[C:12]2[CH:13]=[CH:14][CH:15]=[C:16]3[C:21]=2[N:20]=[CH:19][CH:18]=[CH:17]3)=[CH:7][CH:6]=1)[CH3:2].[Cr](O[Cr]([O-])(=O)=O)([O-])(=O)=O.[NH+]1C=CC=CC=1.[NH+]1C=CC=CC=1. The catalyst is C(Cl)Cl.CCCCCCC. The product is [CH2:24]([N:3]([CH2:1][CH3:2])[C:4](=[O:23])[C:5]1[CH:6]=[CH:7][C:8]([C:11]([C:12]2[CH:13]=[CH:14][CH:15]=[C:16]3[C:21]=2[N:20]=[CH:19][CH:18]=[CH:17]3)=[O:22])=[CH:9][CH:10]=1)[CH3:25]. The yield is 0.600. (4) The reactants are [N+:1]([C:4]1[CH:5]=[N:6][CH:7]=[CH:8][CH:9]=1)([O-:3])=[O:2].Cl[CH2:11][C:12]([O:14][CH3:15])=[O:13].CC([O-])(C)C.[K+]. The catalyst is C1COCC1. The product is [N+:1]([C:4]1[CH:5]=[N:6][CH:7]=[CH:8][C:9]=1[CH2:11][C:12]([O:14][CH3:15])=[O:13])([O-:3])=[O:2]. The yield is 0.500.